Dataset: Full USPTO retrosynthesis dataset with 1.9M reactions from patents (1976-2016). Task: Predict the reactants needed to synthesize the given product. Given the product [CH2:14]([N:21]1[C:30](=[O:31])[C:29]2[C:24](=[CH:25][CH:26]=[C:27]([C:6]#[C:5][Si:2]([CH3:4])([CH3:3])[CH3:1])[CH:28]=2)[N:23]=[CH:22]1)[C:15]1[CH:16]=[CH:17][CH:18]=[CH:19][CH:20]=1, predict the reactants needed to synthesize it. The reactants are: [CH3:1][Si:2]([C:5]#[CH:6])([CH3:4])[CH3:3].C(N(CC)CC)C.[CH2:14]([N:21]1[C:30](=[O:31])[C:29]2[C:24](=[CH:25][CH:26]=[C:27](Br)[CH:28]=2)[N:23]=[CH:22]1)[C:15]1[CH:20]=[CH:19][CH:18]=[CH:17][CH:16]=1.